From a dataset of Forward reaction prediction with 1.9M reactions from USPTO patents (1976-2016). Predict the product of the given reaction. Given the reactants [CH2:1]=[C:2]([CH:4]1[CH2:10][CH2:9][CH2:8][CH2:7][CH2:6][C:5]1=[O:11])[CH3:3].[CH3:12][O:13][N:14]=[CH:15][CH3:16].Cl[Sn](Cl)(Cl)Cl, predict the reaction product. The product is: [CH3:12][O:13][N:14]1[CH:15]([CH3:16])[CH2:3][C:2]([CH3:1])=[CH:4][CH2:10][CH2:9][CH2:8][CH2:7][CH2:6][C:5]1=[O:11].